Task: Predict the reaction yield, written as a fraction of the theoretical maximum amount of product (1.0 means a 100% yield; for example, 0.34 means a 34% yield).. Dataset: Reaction yield outcomes from USPTO patents with 853,638 reactions (1) The reactants are [CH:1]1([CH:4]([N:8]2[CH:12]=[C:11]([C:13]3[N:18]4[CH:19]=[CH:20][N:21]=[C:17]4[CH:16]=[C:15]([C:22]4[CH:23]=[C:24]5[C:29](=[CH:30][CH:31]=4)[CH2:28][NH:27][CH2:26][CH2:25]5)[N:14]=3)[CH:10]=[N:9]2)[CH2:5][C:6]#[N:7])[CH2:3][CH2:2]1.C=O.[C:34](O[BH-](OC(=O)C)OC(=O)C)(=O)C.[Na+]. The catalyst is C(Cl)Cl.CO. The product is [CH:1]1([CH:4]([N:8]2[CH:12]=[C:11]([C:13]3[N:18]4[CH:19]=[CH:20][N:21]=[C:17]4[CH:16]=[C:15]([C:22]4[CH:23]=[C:24]5[C:29](=[CH:30][CH:31]=4)[CH2:28][N:27]([CH3:34])[CH2:26][CH2:25]5)[N:14]=3)[CH:10]=[N:9]2)[CH2:5][C:6]#[N:7])[CH2:3][CH2:2]1. The yield is 0.480. (2) The reactants are [C:1]1(=[O:10])[C:9]2[C:4](=[CH:5][CH:6]=[CH:7][CH:8]=2)[CH2:3][CH2:2]1.[CH2:11]([N:18]([CH2:22][CH2:23]Br)[CH2:19][CH2:20]Br)[C:12]1[CH:17]=[CH:16][CH:15]=[CH:14][CH:13]=1.[H-].[Na+]. The catalyst is CN(C)C=O. The product is [CH2:11]([N:18]1[CH2:22][CH2:23][C:2]2([CH2:3][C:4]3[C:9](=[CH:8][CH:7]=[CH:6][CH:5]=3)[C:1]2=[O:10])[CH2:20][CH2:19]1)[C:12]1[CH:17]=[CH:16][CH:15]=[CH:14][CH:13]=1. The yield is 0.180. (3) The reactants are [Cl:1][C:2]1[C:3]([N:12]2[CH:16]=[C:15]([CH:17]([CH:19]3[CH2:24][CH2:23][CH2:22][CH2:21][CH2:20]3)O)[C:14]([CH3:25])=[N:13]2)=[N:4][CH:5]=[C:6]([C:8]([F:11])([F:10])[F:9])[CH:7]=1.[NH2:26][C:27]1[CH:32]=[CH:31][C:30]([C:33]([N:35]([CH3:43])[CH2:36][CH2:37][C:38]([O:40]CC)=[O:39])=[O:34])=[CH:29][CH:28]=1. No catalyst specified. The product is [Cl:1][C:2]1[C:3]([N:12]2[CH:16]=[C:15]([CH:17]([NH:26][C:27]3[CH:28]=[CH:29][C:30]([C:33]([N:35]([CH3:43])[CH2:36][CH2:37][C:38]([OH:40])=[O:39])=[O:34])=[CH:31][CH:32]=3)[CH:19]3[CH2:24][CH2:23][CH2:22][CH2:21][CH2:20]3)[C:14]([CH3:25])=[N:13]2)=[N:4][CH:5]=[C:6]([C:8]([F:11])([F:10])[F:9])[CH:7]=1. The yield is 0.0500.